This data is from Forward reaction prediction with 1.9M reactions from USPTO patents (1976-2016). The task is: Predict the product of the given reaction. Given the reactants [CH3:1][O:2][C:3](=[O:16])[CH2:4][C:5]1[C:9]2[CH:10]=[CH:11][C:12]([OH:15])=[C:13]([CH3:14])[C:8]=2[O:7][CH:6]=1, predict the reaction product. The product is: [CH3:1][O:2][C:3](=[O:16])[CH2:4][CH:5]1[C:9]2[CH:10]=[CH:11][C:12]([OH:15])=[C:13]([CH3:14])[C:8]=2[O:7][CH2:6]1.